This data is from Reaction yield outcomes from USPTO patents with 853,638 reactions. The task is: Predict the reaction yield, written as a fraction of the theoretical maximum amount of product (1.0 means a 100% yield; for example, 0.34 means a 34% yield). (1) The reactants are [O:1]1[C:5]2[CH:6]=[CH:7][C:8]([C:10]3([C:13]([NH:15][C:16]4[CH:21]=[CH:20][C:19]([CH2:22][OH:23])=[C:18](Br)[CH:17]=4)=[O:14])[CH2:12][CH2:11]3)=[CH:9][C:4]=2[O:3][CH2:2]1.[CH3:25][N:26]([CH3:38])[C:27]([C:29]1[CH:34]=[CH:33][C:32](B(O)O)=[CH:31][CH:30]=1)=[O:28].C([O-])([O-])=O.[K+].[K+]. The catalyst is CN(C)C=O. The product is [O:1]1[C:5]2[CH:6]=[CH:7][C:8]([C:10]3([C:13]([NH:15][C:16]4[CH:21]=[CH:20][C:19]([CH2:22][OH:23])=[C:18]([C:32]5[CH:33]=[CH:34][C:29]([C:27]([N:26]([CH3:38])[CH3:25])=[O:28])=[CH:30][CH:31]=5)[CH:17]=4)=[O:14])[CH2:12][CH2:11]3)=[CH:9][C:4]=2[O:3][CH2:2]1. The yield is 0.340. (2) The reactants are [CH2:1](C([Sn])=C(CCCC)CCCC)[CH2:2]CC.Br[C:17]1[CH:22]=[C:21]([O:23][CH:24]([F:26])[F:25])[CH:20]=[C:19]([Br:27])[CH:18]=1.C(C1C=C(C)C=C(C(C)(C)C)C=1O)(C)(C)C.[OH-].[Na+]. The catalyst is C1(C)C=CC=CC=1.C1C=CC([P]([Pd]([P](C2C=CC=CC=2)(C2C=CC=CC=2)C2C=CC=CC=2)([P](C2C=CC=CC=2)(C2C=CC=CC=2)C2C=CC=CC=2)[P](C2C=CC=CC=2)(C2C=CC=CC=2)C2C=CC=CC=2)(C2C=CC=CC=2)C2C=CC=CC=2)=CC=1. The product is [Br:27][C:19]1[CH:18]=[C:17]([CH:1]=[CH2:2])[CH:22]=[C:21]([O:23][CH:24]([F:26])[F:25])[CH:20]=1. The yield is 0.680.